Dataset: Reaction yield outcomes from USPTO patents with 853,638 reactions. Task: Predict the reaction yield, written as a fraction of the theoretical maximum amount of product (1.0 means a 100% yield; for example, 0.34 means a 34% yield). The catalyst is C(Cl)Cl. The reactants are [CH3:1][O:2][C:3](=[O:10])[C@H:4]([CH:7]([CH3:9])[CH3:8])[NH:5][CH3:6].C(N(CC)CC)C.[Br:18][C:19]1[CH:24]=[CH:23][C:22]([S:25](Cl)(=[O:27])=[O:26])=[CH:21][CH:20]=1. The product is [Br:18][C:19]1[CH:24]=[CH:23][C:22]([S:25]([N:5]([CH3:6])[C@H:4]([C:3]([O:2][CH3:1])=[O:10])[CH:7]([CH3:9])[CH3:8])(=[O:27])=[O:26])=[CH:21][CH:20]=1. The yield is 0.950.